Dataset: Forward reaction prediction with 1.9M reactions from USPTO patents (1976-2016). Task: Predict the product of the given reaction. (1) The product is: [Br:46][C:47]1[CH:48]=[C:49]([C@H:53]([NH:55][C:38]([NH:20][C:19]2[CH:21]=[CH:22][C:16]([O:15][C:6]3[C:5]4[C:10](=[CH:11][C:12]([O:13][CH3:14])=[C:3]([O:2][CH3:1])[CH:4]=4)[N:9]=[CH:8][CH:7]=3)=[CH:17][C:18]=2[C:23]([F:25])([F:26])[F:24])=[O:44])[CH3:54])[CH:50]=[CH:51][CH:52]=1. Given the reactants [CH3:1][O:2][C:3]1[CH:4]=[C:5]2[C:10](=[CH:11][C:12]=1[O:13][CH3:14])[N:9]=[CH:8][CH:7]=[C:6]2[O:15][C:16]1[CH:22]=[CH:21][C:19]([NH2:20])=[C:18]([C:23]([F:26])([F:25])[F:24])[CH:17]=1.C(N(CC)CC)C.ClC(Cl)(O[C:38](=[O:44])OC(Cl)(Cl)Cl)Cl.[Br:46][C:47]1[CH:48]=[C:49]([C@H:53]([NH2:55])[CH3:54])[CH:50]=[CH:51][CH:52]=1, predict the reaction product. (2) Given the reactants [NH2:1][C:2]1[CH:3]=[CH:4][CH:5]=[C:6]2[C:11]=1[N:10]=[CH:9][CH:8]=[CH:7]2.[CH3:12][O:13][C:14]1[CH:15]=[C:16]([S:20](Cl)(=[O:22])=[O:21])[CH:17]=[CH:18][CH:19]=1, predict the reaction product. The product is: [CH3:12][O:13][C:14]1[CH:15]=[C:16]([S:20]([NH:1][C:2]2[CH:3]=[CH:4][CH:5]=[C:6]3[C:11]=2[N:10]=[CH:9][CH:8]=[CH:7]3)(=[O:22])=[O:21])[CH:17]=[CH:18][CH:19]=1. (3) Given the reactants [CH3:1][C:2]1[CH2:7][CH2:6][CH2:5][CH2:4][CH:3]=1.C1C(=O)N([Br:15])C(=O)C1.[OH2:16], predict the reaction product. The product is: [Br:15][CH:3]1[CH2:4][CH2:5][CH2:6][CH2:7][C:2]1([CH3:1])[OH:16]. (4) Given the reactants [Br:1][C:2]1[N:7]=[C:6]([C:8]([NH2:11])([CH3:10])[CH3:9])[CH:5]=[CH:4][CH:3]=1.[OH-].[Na+].[C:14]([O:18][C:19](O[C:19]([O:18][C:14]([CH3:17])([CH3:16])[CH3:15])=[O:20])=[O:20])([CH3:17])([CH3:16])[CH3:15], predict the reaction product. The product is: [C:14]([O:18][C:19](=[O:20])[NH:11][C:8]([C:6]1[CH:5]=[CH:4][CH:3]=[C:2]([Br:1])[N:7]=1)([CH3:9])[CH3:10])([CH3:17])([CH3:16])[CH3:15]. (5) Given the reactants Cl[CH2:2][O:3][CH2:4][CH2:5][Si:6]([CH3:9])([CH3:8])[CH3:7].[Br:10][C:11]1[CH:12]=[C:13]2[C:17](=[C:18]([CH3:20])[CH:19]=1)[NH:16][N:15]=[CH:14]2.CN(C1CCCCC1)C1CCCCC1, predict the reaction product. The product is: [Br:10][C:11]1[CH:12]=[C:13]2[C:17](=[C:18]([CH3:20])[CH:19]=1)[N:16]([CH2:2][O:3][CH2:4][CH2:5][Si:6]([CH3:9])([CH3:8])[CH3:7])[N:15]=[CH:14]2. (6) The product is: [C:1]([O:5][C:6]([N:8]1[CH2:13][CH2:12][CH:11]([O:14][C@H:18]([C:19]([OH:21])=[O:20])[CH3:22])[CH2:10][CH2:9]1)=[O:7])([CH3:4])([CH3:2])[CH3:3]. Given the reactants [C:1]([O:5][C:6]([N:8]1[CH2:13][CH2:12][CH:11]([OH:14])[CH2:10][CH2:9]1)=[O:7])([CH3:4])([CH3:3])[CH3:2].[H-].[Na+].Br[C@H:18]([CH3:22])[C:19]([OH:21])=[O:20].O, predict the reaction product. (7) Given the reactants [O:1]([C:3]#[N:4])[K].O.[Br:6][C:7]1[CH:8]=[C:9]([CH:11]=[CH:12][CH:13]=1)[NH2:10], predict the reaction product. The product is: [Br:6][C:7]1[CH:8]=[C:9]([NH:10][C:3]([NH2:4])=[O:1])[CH:11]=[CH:12][CH:13]=1.